From a dataset of Forward reaction prediction with 1.9M reactions from USPTO patents (1976-2016). Predict the product of the given reaction. (1) Given the reactants [Br:1][C:2]1[C:3]([CH3:13])=[C:4]([CH2:8][NH:9][CH:10]([CH3:12])[CH3:11])[CH:5]=[N:6][CH:7]=1.[C:14](O[C:14]([O:16][C:17]([CH3:20])([CH3:19])[CH3:18])=[O:15])([O:16][C:17]([CH3:20])([CH3:19])[CH3:18])=[O:15].[OH-].[Na+], predict the reaction product. The product is: [C:17]([O:16][C:14](=[O:15])[N:9]([CH2:8][C:4]1[CH:5]=[N:6][CH:7]=[C:2]([Br:1])[C:3]=1[CH3:13])[CH:10]([CH3:11])[CH3:12])([CH3:20])([CH3:19])[CH3:18]. (2) Given the reactants [F:1][C:2]1[CH:9]=[C:8]([N:10]2[C:18]3[CH2:17][C:16]([CH3:20])([CH3:19])[CH2:15][C:14](=[O:21])[C:13]=3[C:12]([CH3:22])=[N:11]2)[CH:7]=[C:6](F)[C:3]=1[C:4]#[N:5].[NH2:24][CH:25]([CH2:28][OH:29])[CH2:26][OH:27].C(N(C(C)C)CC)(C)C.O, predict the reaction product. The product is: [F:1][C:2]1[CH:9]=[C:8]([N:10]2[C:18]3[CH2:17][C:16]([CH3:20])([CH3:19])[CH2:15][C:14](=[O:21])[C:13]=3[C:12]([CH3:22])=[N:11]2)[CH:7]=[C:6]([NH:24][CH:25]([CH2:28][OH:29])[CH2:26][OH:27])[C:3]=1[C:4]#[N:5]. (3) Given the reactants [C:1]([O:5][C:6]([N:8]1[CH2:13][CH2:12][C:11]([OH:18])([CH2:14][CH2:15][CH2:16][OH:17])[CH2:10][CH2:9]1)=[O:7])([CH3:4])([CH3:3])[CH3:2].CC(OI1(OC(C)=O)(OC(C)=O)OC(=O)C2C=CC=CC1=2)=O, predict the reaction product. The product is: [C:1]([O:5][C:6]([N:8]1[CH2:9][CH2:10][C:11]2([O:18][CH:16]([OH:17])[CH2:15][CH2:14]2)[CH2:12][CH2:13]1)=[O:7])([CH3:4])([CH3:2])[CH3:3]. (4) Given the reactants [S:1]([Cl:5])(Cl)(=O)=O.[CH3:6][O:7][C:8]([C:10]1[CH:15]=[CH:14][CH:13]=[CH:12][C:11]=1SS[C:11]1[CH:12]=[CH:13][CH:14]=[CH:15][C:10]=1[C:8]([O:7][CH3:6])=[O:9])=[O:9], predict the reaction product. The product is: [CH3:6][O:7][C:8]([C:10]1[CH:15]=[CH:14][CH:13]=[CH:12][C:11]=1[S:1][Cl:5])=[O:9]. (5) Given the reactants [F:1][C:2]1[C:7]([O:8][CH3:9])=[CH:6][C:5]([O:10][CH3:11])=[C:4]([F:12])[C:3]=1[N:13]1[CH2:18][C:17]2[CH:19]=[N:20][C:21]3[N:25]([C:26](OC(C)(C)C)=O)[CH:24]=[C:23](I)[C:22]=3[C:16]=2[N:15]([CH3:34])[C:14]1=[O:35].C[Zn]C.C1(C)C=CC=CC=1.O1CCCC1, predict the reaction product. The product is: [F:12][C:4]1[C:5]([O:10][CH3:11])=[CH:6][C:7]([O:8][CH3:9])=[C:2]([F:1])[C:3]=1[N:13]1[CH2:18][C:17]2[CH:19]=[N:20][C:21]3[NH:25][CH:26]=[C:23]([CH3:24])[C:22]=3[C:16]=2[N:15]([CH3:34])[C:14]1=[O:35].